Dataset: Reaction yield outcomes from USPTO patents with 853,638 reactions. Task: Predict the reaction yield, written as a fraction of the theoretical maximum amount of product (1.0 means a 100% yield; for example, 0.34 means a 34% yield). (1) The reactants are [C:1]1([CH3:13])[CH:6]=[C:5]([CH3:7])[CH:4]=[C:3]([CH3:8])[C:2]=1[C:9](O)([CH3:11])[CH3:10]. The catalyst is C1COCC1. The product is [CH3:11][C:9]([C:2]1[C:3]([CH3:8])=[CH:4][C:5]([CH3:7])=[CH:6][C:1]=1[CH3:13])=[CH2:10]. The yield is 0.446. (2) The catalyst is CO. The product is [O:1]=[C:2]1[C:11]2[C:6](=[CH:7][CH:8]=[CH:9][CH:10]=2)[NH:5][C:4]2[N:12]([C:20]3[CH:25]=[CH:24][CH:23]=[CH:22][N:21]=3)[N:13]=[C:14]([CH2:15][C:16]([OH:18])=[O:17])[C:3]1=2. The yield is 0.950. The reactants are [O:1]=[C:2]1[C:11]2[C:6](=[CH:7][CH:8]=[CH:9][CH:10]=2)[NH:5][C:4]2[N:12]([C:20]3[CH:25]=[CH:24][CH:23]=[CH:22][N:21]=3)[N:13]=[C:14]([CH2:15][C:16]([O:18]C)=[O:17])[C:3]1=2.[OH-].[Na+].Cl.